Regression. Given a peptide amino acid sequence and an MHC pseudo amino acid sequence, predict their binding affinity value. This is MHC class I binding data. From a dataset of Peptide-MHC class I binding affinity with 185,985 pairs from IEDB/IMGT. (1) The peptide sequence is MAVHCMNFK. The MHC is Mamu-B8301 with pseudo-sequence Mamu-B8301. The binding affinity (normalized) is 0.565. (2) The peptide sequence is IPSSWAFGK. The MHC is HLA-A02:03 with pseudo-sequence HLA-A02:03. The binding affinity (normalized) is 0.